Dataset: NCI-60 drug combinations with 297,098 pairs across 59 cell lines. Task: Regression. Given two drug SMILES strings and cell line genomic features, predict the synergy score measuring deviation from expected non-interaction effect. (1) Drug 1: CC1=CC=C(C=C1)C2=CC(=NN2C3=CC=C(C=C3)S(=O)(=O)N)C(F)(F)F. Drug 2: CN(C(=O)NC(C=O)C(C(C(CO)O)O)O)N=O. Cell line: SNB-19. Synergy scores: CSS=-4.41, Synergy_ZIP=1.88, Synergy_Bliss=1.15, Synergy_Loewe=-1.89, Synergy_HSA=-2.19. (2) Drug 1: CC1=C(C(CCC1)(C)C)C=CC(=CC=CC(=CC(=O)O)C)C. Drug 2: N.N.Cl[Pt+2]Cl. Cell line: SF-268. Synergy scores: CSS=38.2, Synergy_ZIP=-1.25, Synergy_Bliss=-0.935, Synergy_Loewe=-18.4, Synergy_HSA=-1.10. (3) Drug 1: CC12CCC(CC1=CCC3C2CCC4(C3CC=C4C5=CN=CC=C5)C)O. Drug 2: CC1=C(C(CCC1)(C)C)C=CC(=CC=CC(=CC(=O)O)C)C. Cell line: SF-268. Synergy scores: CSS=-2.37, Synergy_ZIP=3.56, Synergy_Bliss=6.58, Synergy_Loewe=-2.08, Synergy_HSA=0.132. (4) Drug 1: CC1=C2C(C(=O)C3(C(CC4C(C3C(C(C2(C)C)(CC1OC(=O)C(C(C5=CC=CC=C5)NC(=O)OC(C)(C)C)O)O)OC(=O)C6=CC=CC=C6)(CO4)OC(=O)C)O)C)O. Drug 2: C1CNP(=O)(OC1)N(CCCl)CCCl. Cell line: HT29. Synergy scores: CSS=30.6, Synergy_ZIP=-0.882, Synergy_Bliss=-3.25, Synergy_Loewe=-55.1, Synergy_HSA=-4.21.